This data is from Forward reaction prediction with 1.9M reactions from USPTO patents (1976-2016). The task is: Predict the product of the given reaction. Given the reactants [Br:1][C:2]1[CH:3]=[C:4]([NH:10][C:11]2[N:16]=[CH:15][C:14]([C:17]3[CH2:22][CH2:21][N:20](C(OC(C)(C)C)=O)[CH2:19][CH:18]=3)=[CH:13][CH:12]=2)[C:5](=[O:9])[N:6]([CH3:8])[CH:7]=1, predict the reaction product. The product is: [Br:1][C:2]1[CH:3]=[C:4]([NH:10][C:11]2[CH:12]=[CH:13][C:14]([C:17]3[CH2:22][CH2:21][NH:20][CH2:19][CH:18]=3)=[CH:15][N:16]=2)[C:5](=[O:9])[N:6]([CH3:8])[CH:7]=1.